From a dataset of Catalyst prediction with 721,799 reactions and 888 catalyst types from USPTO. Predict which catalyst facilitates the given reaction. (1) Product: [NH2:9][C:10]1[C:15]([S:6][CH:1]2[CH2:5][CH2:4][CH2:3][CH2:2]2)=[N:14][C:13]([C:17]2[CH:22]=[CH:21][CH:20]=[CH:19][CH:18]=2)=[CH:12][N:11]=1. The catalyst class is: 10. Reactant: [CH:1]1([SH:6])[CH2:5][CH2:4][CH2:3][CH2:2]1.[H-].[Na+].[NH2:9][C:10]1[C:15](Br)=[N:14][C:13]([C:17]2[CH:22]=[CH:21][CH:20]=[CH:19][CH:18]=2)=[CH:12][N:11]=1. (2) Product: [BrH:42].[NH2:11][CH2:12][CH2:13][CH2:14][C@H:15]([NH:19][C:20]([C:22]1[C:23](=[O:41])[N:24]([CH:28]([C:35]2[CH:36]=[CH:37][CH:38]=[CH:39][CH:40]=2)[C:29]2[CH:34]=[CH:33][CH:32]=[CH:31][CH:30]=2)[CH:25]=[CH:26][CH:27]=1)=[O:21])[C:16]([OH:18])=[O:17]. Reactant: C(OC([NH:11][CH2:12][CH2:13][CH2:14][C@H:15]([NH:19][C:20]([C:22]1[C:23](=[O:41])[N:24]([CH:28]([C:35]2[CH:40]=[CH:39][CH:38]=[CH:37][CH:36]=2)[C:29]2[CH:34]=[CH:33][CH:32]=[CH:31][CH:30]=2)[CH:25]=[CH:26][CH:27]=1)=[O:21])[C:16]([OH:18])=[O:17])=O)C1C=CC=CC=1.[BrH:42]. The catalyst class is: 313. (3) Reactant: [Cl:1][C:2]1[CH:3]=[C:4]([CH:7]=[CH:8][CH:9]=1)[CH:5]=O.[Cl:10][C:11]1[CH:20]=[C:19]([Cl:21])[CH:18]=[CH:17][C:12]=1[C:13]([NH:15][NH2:16])=[O:14].Cl. Product: [Cl:1][C:2]1[CH:3]=[C:4]([CH:5]=[N:16][NH:15][C:13](=[O:14])[C:12]2[CH:17]=[CH:18][C:19]([Cl:21])=[CH:20][C:11]=2[Cl:10])[CH:7]=[CH:8][CH:9]=1. The catalyst class is: 5. (4) Reactant: [Br:1][C:2]1[CH:3]=[C:4]([CH:7]=[C:8]([C:10]([F:13])([F:12])[F:11])[CH:9]=1)[CH:5]=O.[CH3:14][NH:15][CH3:16].O1CCCC1.C(O[BH-](OC(=O)C)OC(=O)C)(=O)C.[Na+]. Product: [Br:1][C:2]1[CH:3]=[C:4]([CH2:5][N:15]([CH3:16])[CH3:14])[CH:7]=[C:8]([C:10]([F:13])([F:12])[F:11])[CH:9]=1. The catalyst class is: 2. (5) Reactant: [O:1]1CCO[CH:2]1[CH2:6][N:7]1[C:16]2[C:11](=[CH:12][CH:13]=[C:14]([N:17]3[CH:21]=[CH:20][N:19]=[CH:18]3)[CH:15]=2)[C:10]([CH3:22])=[CH:9][C:8]1=[O:23].FC(F)(F)C(O)=O.C(=O)([O-])O.[Na+]. Product: [N:17]1([C:14]2[CH:15]=[C:16]3[C:11]([C:10]([CH3:22])=[CH:9][C:8](=[O:23])[N:7]3[CH2:6][CH:2]=[O:1])=[CH:12][CH:13]=2)[CH:21]=[CH:20][N:19]=[CH:18]1. The catalyst class is: 13. (6) Reactant: C(OC([N:8]1[CH2:13][CH2:12][CH:11]([O:14][C:15]2[CH:20]=[CH:19][C:18]([N:21]3[CH:26]=[CH:25][C:24]4[CH:27]=[C:28]([C:30]5[CH:35]=[CH:34][C:33]([Cl:36])=[CH:32][CH:31]=5)[S:29][C:23]=4[C:22]3=[O:37])=[CH:17][N:16]=2)[CH2:10][CH2:9]1)=O)(C)(C)C.FC(F)(F)C(O)=O. Product: [Cl:36][C:33]1[CH:32]=[CH:31][C:30]([C:28]2[S:29][C:23]3[C:22](=[O:37])[N:21]([C:18]4[CH:17]=[N:16][C:15]([O:14][CH:11]5[CH2:12][CH2:13][NH:8][CH2:9][CH2:10]5)=[CH:20][CH:19]=4)[CH:26]=[CH:25][C:24]=3[CH:27]=2)=[CH:35][CH:34]=1. The catalyst class is: 4. (7) Reactant: [NH2:1][C:2]1[N:7]=[C:6]([NH:8][CH2:9][CH2:10][CH2:11][N:12]2[CH2:16][CH2:15][CH2:14][C:13]2=[O:17])[CH:5]=[C:4](Cl)[N:3]=1.[CH3:19][C:20]1[CH:25]=[CH:24][C:23]([CH3:26])=[CH:22][C:21]=1B(O)O.C(=O)([O-])[O-].[K+].[K+]. Product: [NH2:1][C:2]1[N:7]=[C:6]([NH:8][CH2:9][CH2:10][CH2:11][N:12]2[CH2:16][CH2:15][CH2:14][C:13]2=[O:17])[CH:5]=[C:4]([C:21]2[CH:22]=[C:23]([CH3:26])[CH:24]=[CH:25][C:20]=2[CH3:19])[N:3]=1. The catalyst class is: 38. (8) Reactant: Br[CH2:2][C:3]1[C:28]([O:29][CH3:30])=[CH:27][C:6]2[C@@H:7]([C:21]3[CH:26]=[CH:25][CH:24]=[CH:23][CH:22]=3)[N:8]([OH:20])[C@@:9]([CH2:16][CH2:17][CH2:18][CH3:19])([CH2:14][CH3:15])[CH2:10][S:11](=[O:13])(=[O:12])[C:5]=2[CH:4]=1.[P:31]([O:38]CC)([O:35][CH2:36][CH3:37])[O:32][CH2:33][CH3:34]. Product: [CH2:16]([C@@:9]1([CH2:14][CH3:15])[N:8]([OH:20])[C@H:7]([C:21]2[CH:26]=[CH:25][CH:24]=[CH:23][CH:22]=2)[C:6]2[CH:27]=[C:28]([O:29][CH3:30])[C:3]([CH2:2][P:31](=[O:38])([O:35][CH2:36][CH3:37])[O:32][CH2:33][CH3:34])=[CH:4][C:5]=2[S:11](=[O:12])(=[O:13])[CH2:10]1)[CH2:17][CH2:18][CH3:19]. The catalyst class is: 11. (9) Reactant: [CH:1]1(/[CH:6]=[C:7](/[C:18]2[NH:27][C:21]3=[N:22][CH:23]=[C:24]([F:26])[CH:25]=[C:20]3[CH:19]=2)\[C:8]2[CH:13]=[CH:12][C:11]([S:14]([CH3:17])(=[O:16])=[O:15])=[CH:10][CH:9]=2)[CH2:5][CH2:4][CH2:3][CH2:2]1. Product: [CH:1]1([CH2:6][CH:7]([C:18]2[NH:27][C:21]3=[N:22][CH:23]=[C:24]([F:26])[CH:25]=[C:20]3[CH:19]=2)[C:8]2[CH:13]=[CH:12][C:11]([S:14]([CH3:17])(=[O:16])=[O:15])=[CH:10][CH:9]=2)[CH2:5][CH2:4][CH2:3][CH2:2]1. The catalyst class is: 43.